From a dataset of Reaction yield outcomes from USPTO patents with 853,638 reactions. Predict the reaction yield, written as a fraction of the theoretical maximum amount of product (1.0 means a 100% yield; for example, 0.34 means a 34% yield). (1) The reactants are [Li]C(C)(C)C.I[C:7]1[C:8]2[CH:16]=[CH:15][C:14]([O:17][CH3:18])=[CH:13][C:9]=2[S:10][C:11]=1[CH3:12]. The catalyst is C1COCC1. The product is [CH3:18][O:17][C:14]1[CH:15]=[CH:16][C:8]2[CH:7]=[C:11]([CH3:12])[S:10][C:9]=2[CH:13]=1. The yield is 0.500. (2) The reactants are [H-].[Na+].[CH3:3][O:4][C:5](=[O:30])[C:6]1[CH:28]=[CH:27][C:26]([OH:29])=[C:8]([C:9]([NH:11][C:12]2[CH:17]=[C:16]([C:18]([F:21])([F:20])[F:19])[CH:15]=[C:14]([C:22]([F:25])([F:24])[F:23])[CH:13]=2)=[O:10])[CH:7]=1.[CH2:31](Br)[C:32]1[CH:37]=[CH:36][CH:35]=[CH:34][CH:33]=1.O. The catalyst is CCCCCC.CN(C)C=O. The product is [CH3:3][O:4][C:5](=[O:30])[C:6]1[CH:28]=[CH:27][C:26]([O:29][CH2:31][C:32]2[CH:37]=[CH:36][CH:35]=[CH:34][CH:33]=2)=[C:8]([C:9]([NH:11][C:12]2[CH:17]=[C:16]([C:18]([F:21])([F:19])[F:20])[CH:15]=[C:14]([C:22]([F:23])([F:24])[F:25])[CH:13]=2)=[O:10])[CH:7]=1. The yield is 0.541. (3) The reactants are [Cl:1][C:2]1[S:6][C:5]([S:7]([NH:10][C@H:11]([CH:19]=[O:20])[C@H:12]([CH3:18])[CH2:13][C:14]([F:17])([F:16])[F:15])(=[O:9])=[O:8])=[CH:4][CH:3]=1.[CH3:21][Mg]Br.CCOC(C)=O.CCCCCC. The catalyst is C1COCC1. The product is [Cl:1][C:2]1[S:6][C:5]([S:7]([NH:10][C@H:11]([CH:19]([OH:20])[CH3:21])[C@H:12]([CH3:18])[CH2:13][C:14]([F:15])([F:16])[F:17])(=[O:9])=[O:8])=[CH:4][CH:3]=1. The yield is 0.495. (4) The reactants are [CH3:1][O:2][C:3]1[CH:8]=[CH:7][C:6]([N:9]2[C:14](=[O:15])[C:13]([C:16]([O:18]CC)=[O:17])=[N:12][C:11]3[CH:21]=[CH:22][CH:23]=[N:24][C:10]2=3)=[CH:5][CH:4]=1.C(=O)([O-])[O-].[K+].[K+]. The catalyst is O1CCOCC1.O. The product is [CH3:1][O:2][C:3]1[CH:4]=[CH:5][C:6]([N:9]2[C:14](=[O:15])[C:13]([C:16]([OH:18])=[O:17])=[N:12][C:11]3[CH:21]=[CH:22][CH:23]=[N:24][C:10]2=3)=[CH:7][CH:8]=1. The yield is 0.980. (5) The reactants are [Cl:1][C:2]1[CH:7]=[CH:6][C:5]([N:8]2[C:12](=[O:13])[C:11]([CH2:15]OS(C)(=O)=O)([CH3:14])[NH:10][C:9]2=[O:21])=[CH:4][C:3]=1[C:22]([F:25])([F:24])[F:23].[N-:26]=[N+:27]=[N-:28].[Na+]. The catalyst is CN(C=O)C. The product is [N:26]([CH2:15][C:11]1([CH3:14])[NH:10][C:9](=[O:21])[N:8]([C:5]2[CH:6]=[CH:7][C:2]([Cl:1])=[C:3]([C:22]([F:25])([F:23])[F:24])[CH:4]=2)[C:12]1=[O:13])=[N+:27]=[N-:28]. The yield is 0.650. (6) The reactants are [S:1]1[C:9]2[CH:8]=[CH:7][N:6]=[CH:5][C:4]=2[CH:3]=[CH:2]1.C([Li])CCC.CCCCCC.CN([CH:24]=[O:25])C. The catalyst is C1COCC1. The product is [S:1]1[C:9]2[CH:8]=[CH:7][N:6]=[CH:5][C:4]=2[CH:3]=[C:2]1[CH:24]=[O:25]. The yield is 0.415. (7) The reactants are [Si]([O:8][CH2:9][C@H:10]1[NH:15][C@H:14]([C:16]([NH:18][CH3:19])=[O:17])[C@H:13]2[O:20]C(C)(C)[O:22][C@H:12]2[C@@H:11]1[OH:25])(C(C)(C)C)(C)C.[ClH:26]. The catalyst is CO.O. The product is [ClH:26].[OH:20][C@H:13]1[C@@H:12]([OH:22])[C@H:11]([OH:25])[C@@H:10]([CH2:9][OH:8])[NH:15][C@@H:14]1[C:16]([NH:18][CH3:19])=[O:17]. The yield is 0.970.